From a dataset of Catalyst prediction with 721,799 reactions and 888 catalyst types from USPTO. Predict which catalyst facilitates the given reaction. (1) Reactant: [F:1][C:2]1[C:7]([S:8]([CH3:11])(=[O:10])=[O:9])=[CH:6][CH:5]=[CH:4][C:3]=1[N:12]1[CH2:17][CH2:16][N:15](C(OC)=O)[CH2:14][CH2:13]1. Product: [F:1][C:2]1[C:7]([S:8]([CH3:11])(=[O:9])=[O:10])=[CH:6][CH:5]=[CH:4][C:3]=1[N:12]1[CH2:17][CH2:16][NH:15][CH2:14][CH2:13]1. The catalyst class is: 361. (2) Reactant: C([N:8]1[C:16]2[C:11](=[CH:12][CH:13]=[C:14]([OH:17])[CH:15]=2)[C:10]([CH:18]2[CH2:20][CH2:19]2)=[N:9]1)C1C=CC=CC=1.[ClH:21]. Product: [ClH:21].[CH:18]1([C:10]2[C:11]3[C:16](=[CH:15][C:14]([OH:17])=[CH:13][CH:12]=3)[NH:8][N:9]=2)[CH2:20][CH2:19]1. The catalyst class is: 178.